From a dataset of Experimentally validated miRNA-target interactions with 360,000+ pairs, plus equal number of negative samples. Binary Classification. Given a miRNA mature sequence and a target amino acid sequence, predict their likelihood of interaction. (1) The miRNA is hsa-miR-4775 with sequence UUAAUUUUUUGUUUCGGUCACU. The protein sequence of the target gene is MAQLWLSCFLLPALVVSVAANVAPKFLANMTSVILPEDLPVGAQAFWLVAEDQDNDPLTYGMSGPNAYFFAVTPKTGEVKLASALDYETLYTFKVTISVSDPYIQVQREMLVIVEDRNDNAPVFQNTAFSTSINETLPVGSVVFSVLAVDKDMGSAGMVVYSIEKVIPSTGDSEHLFRILANGSIVLNGSLSYNNKSAFYQLELKACDLGGMYHNTFTIQCSLPVFLSISVVDQPDLDPQFVREFYSASVAEDAAKGTSVLTVEAVDGDKGINDPVIYSISYSTRPGWFDIGADGVIRVN.... Result: 0 (no interaction). (2) The miRNA is hsa-miR-5008-5p with sequence UGAGGCCCUUGGGGCACAGUGG. The protein sequence of the target gene is MCNTNMSVSTEGAASTSQIPASEQETLVRPKPLLLKLLKSVGAQNDTYTMKEIIFYIGQYIMTKRLYDEKQQHIVYCSNDLLGDVFGVPSFSVKEHRKIYAMIYRNLVAVSQQDSGTSLSESRRQPEGGSDLKDPLQAPPEEKPSSSDLISRLSTSSRRRSISETEENTDELPGERHRKRRRSLSFDPSLGLCELREMCSGGSSSSSSSSSESTETPSHQDLDDGVSEHSGDCLDQDSVSDQFSVEFEVESLDSEDYSLSDEGHELSDEDDEVYRVTVYQTGESDTDSFEGDPEISLADY.... Result: 0 (no interaction). (3) The miRNA is hsa-miR-5093 with sequence AGGAAAUGAGGCUGGCUAGGAGC. The protein sequence of the target gene is MAACGRVRRMFRLSAALHLLLLFAAGAEKLPGQGVHSQGQGPGANFVSFVGQAGGGGPAGQQLPQLPQSSQLQQQQQQQQQQQQPQPPQPPFPAGGPPARRGGAGAGGGWKLAEEESCREDVTRVCPKHTWSNNLAVLECLQDVREPENEISSDCNHLLWNYKLNLTTDPKFESVAREVCKSTITEIKECADEPVGKGYMVSCLVDHRGNITEYQCHQYITKMTAIIFSDYRLICGFMDDCKNDINILKCGSIRLGEKDAHSQGEVVSCLEKGLVKEAEEREPKIQVSELCKKAILRVAE.... Result: 1 (interaction).